Dataset: Forward reaction prediction with 1.9M reactions from USPTO patents (1976-2016). Task: Predict the product of the given reaction. (1) Given the reactants [OH-].[Na+].Cl.[Cl:4][C:5]1[C:6]([F:34])=[C:7]([NH:11][C:12]2[C:21]3[C:16](=[CH:17][C:18]([O:32][CH3:33])=[C:19]([O:22][C@@H:23]4[CH2:27][NH:26][C@@H:25]([C:28]([O:30]C)=[O:29])[CH2:24]4)[CH:20]=3)[N:15]=[CH:14][N:13]=2)[CH:8]=[CH:9][CH:10]=1.[CH3:35]O, predict the reaction product. The product is: [Cl:4][C:5]1[C:6]([F:34])=[C:7]([NH:11][C:12]2[C:21]3[C:16](=[CH:17][C:18]([O:32][CH3:33])=[C:19]([O:22][C@H:23]4[CH2:27][N:26]([CH3:35])[C@H:25]([C:28]([OH:30])=[O:29])[CH2:24]4)[CH:20]=3)[N:15]=[CH:14][N:13]=2)[CH:8]=[CH:9][CH:10]=1. (2) Given the reactants O1CCCC1.C([O:8][C:9](=O)[C@H:10]([NH:22][C:23]([O:25][C:26]([CH3:29])([CH3:28])[CH3:27])=[O:24])[CH2:11][CH2:12][C:13]([C:15]1[CH:20]=[CH:19][C:18]([Cl:21])=[CH:17][CH:16]=1)=O)C.O, predict the reaction product. The product is: [C:26]([O:25][C:23]([N:22]1[C@@H:10]([CH2:9][OH:8])[CH2:11][CH2:12][C@H:13]1[C:15]1[CH:20]=[CH:19][C:18]([Cl:21])=[CH:17][CH:16]=1)=[O:24])([CH3:29])([CH3:28])[CH3:27]. (3) Given the reactants [Cl:1][C:2]1[CH:3]=[C:4]([OH:11])[CH:5]=[C:6]([F:10])[C:7]=1[CH2:8][OH:9].[CH:12]1([CH2:15]Br)[CH2:14][CH2:13]1, predict the reaction product. The product is: [Cl:1][C:2]1[CH:3]=[C:4]([O:11][CH2:15][CH:12]2[CH2:14][CH2:13]2)[CH:5]=[C:6]([F:10])[C:7]=1[CH2:8][OH:9]. (4) Given the reactants [C:1]([O:5][C:6](=[O:21])[NH:7][CH2:8][CH2:9][O:10][C:11]1[CH:16]=[CH:15][C:14]([NH2:17])=[C:13]([N+:18]([O-])=O)[CH:12]=1)([CH3:4])([CH3:3])[CH3:2].O[CH:23]1[CH:28](O)OCCO1.CCOC(C)=O.C1(N)C=CC=CC=1N, predict the reaction product. The product is: [C:1]([O:5][C:6](=[O:21])[NH:7][CH2:8][CH2:9][O:10][C:11]1[CH:12]=[C:13]2[C:14](=[CH:15][CH:16]=1)[N:17]=[CH:28][CH:23]=[N:18]2)([CH3:4])([CH3:3])[CH3:2]. (5) Given the reactants Br[C:2]1[CH:11]=[C:10]([O:12][CH3:13])[CH:9]=[C:8]2[C:3]=1[CH2:4][CH2:5][C:6](=[O:21])[N:7]2[C:14]1[CH:19]=[CH:18][CH:17]=[CH:16][C:15]=1[Cl:20].[Cl:22][C:23]1[CH:28]=[CH:27][CH:26]=[CH:25][C:24]=1B(O)O, predict the reaction product. The product is: [Cl:20][C:15]1[CH:16]=[CH:17][CH:18]=[CH:19][C:14]=1[N:7]1[C:8]2[C:3](=[C:2]([C:24]3[CH:25]=[CH:26][CH:27]=[CH:28][C:23]=3[Cl:22])[CH:11]=[C:10]([O:12][CH3:13])[CH:9]=2)[CH2:4][CH2:5][C:6]1=[O:21]. (6) Given the reactants [C:1]([Si:5](Cl)([CH3:7])[CH3:6])([CH3:4])([CH3:3])[CH3:2].N1C=CN=C1.[Br:14][C:15]1[CH:20]=[CH:19][C:18]([CH2:21][CH2:22][OH:23])=[C:17]([F:24])[CH:16]=1.[Cl-].[NH4+], predict the reaction product. The product is: [Br:14][C:15]1[CH:20]=[CH:19][C:18]([CH2:21][CH2:22][O:23][Si:5]([C:1]([CH3:4])([CH3:3])[CH3:2])([CH3:7])[CH3:6])=[C:17]([F:24])[CH:16]=1.